This data is from Experimentally validated miRNA-target interactions with 360,000+ pairs, plus equal number of negative samples. The task is: Binary Classification. Given a miRNA mature sequence and a target amino acid sequence, predict their likelihood of interaction. (1) The miRNA is hsa-miR-661 with sequence UGCCUGGGUCUCUGGCCUGCGCGU. The protein sequence of the target gene is MAAPCLLRQGRAGALKTMLQEAQVFRGLASTVSLSAESGKSEKGQPQNSKKQSPPKKPAPVPAEPFDNTTYKNLQHHDYSTYTFLDLNLELSKFRMPQPSSGRESPRH. Result: 1 (interaction). (2) The miRNA is hsa-miR-106a-5p with sequence AAAAGUGCUUACAGUGCAGGUAG. The protein sequence of the target gene is MRPEPGGCCCRRTVRANGCVANGEVRNGYVRSSAAAAAAAAAGQIHHVTQNGGLYKRPFNEAFEETPMLVAVLTYVGYGVLTLFGYLRDFLRYWRIEKCHHATEREEQKDFVSLYQDFENFYTRNLYMRIRDNWNRPICSVPGARVDIMERQSHDYNWSFKYTGNIIKGVINMGSYNYLGFARNTGSCQEAAAKVLEEYGAGVCSTRQEIGNLDKHEELEELVARFLGVEAAMAYGMGFATNSMNIPALVGKGCLILSDELNHASLVLGARLSGATIRIFKHNNMQSLEKLLKDAIVYGQ.... Result: 1 (interaction). (3) The miRNA is hsa-miR-335-5p with sequence UCAAGAGCAAUAACGAAAAAUGU. The protein sequence of the target gene is MPSLAPDCPLLAMPEETQEDSVAPMMPSQRSRGPLAPNHVHEVCLHQVESISDLHSGAGTLRPYLTEEARPWDELLGVLPPSLCAQAGCSPVYRRGGFLLLLALLVLTCLVLALLAVYLSVLQSESLRILAHTLRTQEETLLKLRLASLSQLRRLNSSEAQAPS. Result: 1 (interaction). (4) The miRNA is hsa-miR-6504-3p with sequence CAUUACAGCACAGCCAUUCU. The protein sequence of the target gene is MSESSGSALQPGRPSRQPAVHPENLSLDSSCFSSPPVNFLQELPSYRSIARRRTTVHSRDKQSGTLLKPTDSYSSQLEDRIAENLSSHSLRNYALNISEKRRLRDIQETQMKYLSEWDQWKRYSSKSWKRFLEKAREMTTHLELWREDIRSIEGKFGTGIQSYFSFLRFLVLLNLVIFLIIFMLVLLPVLLTKYKITNSSFVLIPFKDMDKQCTVYPVSSSGLIYFYSYIIDLLSGTGFLEETSLFYGHYTIDGVKFQNFTYDLPLAYLLSTIASLALSLLWIVKRSVEGFKINLIRSEE.... Result: 1 (interaction). (5) The miRNA is hsa-let-7a-5p with sequence UGAGGUAGUAGGUUGUAUAGUU. The protein sequence of the target gene is MSTTVNVDSLAEYEKSQIKRALELGTVMTVFSFRKSTPERRTVQVIMETRQVAWSKTADKIEGFLDIMEIKEIRPGKNSKDFERAKAVRQKEDCCFTILYGTQFVLSTLSLAADSKEDAVNWLSGLKILHQEAMNASTPTIIESWLRKQIYSVDQTRRNSISLRELKTILPLINFKVSSAKFLKDKFVEIGAHKDELSFEQFHLFYKKLMFEQQKSILDEFKKDSSVFILGNTDRPDASAVYLHDFQRFLIHEQQEHWAQDLNKVRERMTKFIDDTMRETAEPFLFVDEFLTYLFSRENS.... Result: 1 (interaction). (6) The miRNA is hsa-let-7a-5p with sequence UGAGGUAGUAGGUUGUAUAGUU. The protein sequence of the target gene is MRNRGQGLFRLRSRCFLHQSLPLGAGRRKGLDVAEPGPSRCRSDSPAVAAVVPAMASYPSGSGKPKAKYPFKKRASLQASTAAPEARGGLGAPPLQSARSLPGPAPCLKHFPLDLRTSMDGKCKEIAEELFTRSLAESELRSAPYEFPEESPIEQLEERRQRLERQISQDVKLEPDILLRAKQDFLKTDSDSDLQLYKEQGEGQGDRSLRERDVLEREFQRVTISGEEKCGVPFTDLLDAAKSVVRALFIREKYMALSLQSFCPTTRRYLQQLAEKPLETRTYEQGPDTPVSADAPVHPP.... Result: 1 (interaction). (7) The miRNA is hsa-miR-3910 with sequence AAAGGCAUAAAACCAAGACA. The protein sequence of the target gene is MEEPSRPSSDTLTTVESSSGEPDKEVASPDGAAPATFSSVEEPSPNPTAMPPVWDHGGPLQQVAYPASDSCQTGSTNTGVGTNEDLRLPRRRPPPGKQIPCSSPGCCLSFPSVRDLAQHLRTHCPPTQSLEGKLFRCSALSCTESFPSMQELVAHGKLHYKPNRYFKCENCLLRFRTHRSLFKHLHVCIDHGQNPAPPPPPALDKEPPVPERPPESDPSSSLGLPFPLLEPFTSAPTGPFLPYLNPAPFGLSPPRLRPFLAATPGPPASSTAIWKKSQGATSSPRRPQGGSDAPSGACR. Result: 0 (no interaction).